This data is from Catalyst prediction with 721,799 reactions and 888 catalyst types from USPTO. The task is: Predict which catalyst facilitates the given reaction. (1) Reactant: [CH3:1][NH:2][C:3]([C:5]1[CH:10]=[C:9]([O:11][C:12]2[CH:17]=[CH:16][C:15]([NH2:18])=[CH:14][CH:13]=2)[CH:8]=[CH:7][N:6]=1)=[O:4].[C:19](N1C=CN=C1)(N1C=CN=C1)=[O:20].[C:31]([C:35]1[CH:36]=[C:37]([NH2:48])[N:38]([C:40]2[CH:45]=[CH:44][C:43]([O:46][CH3:47])=[CH:42][CH:41]=2)[N:39]=1)([CH3:34])([CH3:33])[CH3:32].C(O)(=O)CC(CC(O)=O)(C(O)=O)O. Product: [CH3:1][NH:2][C:3]([C:5]1[CH:10]=[C:9]([O:11][C:12]2[CH:17]=[CH:16][C:15]([NH:18][C:19]([NH:48][C:37]3[N:38]([C:40]4[CH:45]=[CH:44][C:43]([O:46][CH3:47])=[CH:42][CH:41]=4)[N:39]=[C:35]([C:31]([CH3:34])([CH3:32])[CH3:33])[CH:36]=3)=[O:20])=[CH:14][CH:13]=2)[CH:8]=[CH:7][N:6]=1)=[O:4]. The catalyst class is: 2. (2) The catalyst class is: 14. Reactant: [C:1]([CH:4]([CH2:9][CH2:10][CH3:11])[CH2:5][C:6](O)=[O:7])(=O)[CH3:2].[NH2:12][NH2:13].O. Product: [CH3:2][C:1]1[CH:4]([CH2:9][CH2:10][CH3:11])[CH2:5][C:6](=[O:7])[NH:12][N:13]=1. (3) Reactant: N#N.[CH3:3][N:4]1[C:8]([C:9]#[C:10][C:11]2[CH:16]=[CH:15][N:14]3[C:17]([C:20]4[CH:21]=[C:22]([NH:26][C:27]([NH:29][CH2:30][C:31]([F:34])([F:33])[F:32])=[O:28])[CH:23]=[CH:24][CH:25]=4)=[CH:18][N:19]=[C:13]3[CH:12]=2)=[CH:7][N:6]=[CH:5]1. Product: [CH3:3][N:4]1[C:8]([CH2:9][CH2:10][C:11]2[CH:16]=[CH:15][N:14]3[C:17]([C:20]4[CH:21]=[C:22]([NH:26][C:27]([NH:29][CH2:30][C:31]([F:32])([F:34])[F:33])=[O:28])[CH:23]=[CH:24][CH:25]=4)=[CH:18][N:19]=[C:13]3[CH:12]=2)=[CH:7][N:6]=[CH:5]1. The catalyst class is: 19. (4) Reactant: [F:1][C:2]([F:15])([F:14])[O:3][C:4]1[CH:5]=[C:6]2[C:10](=[CH:11][CH:12]=1)[NH:9][C:8](=[O:13])[CH2:7]2.[NH:16]1[C:20]2[CH:21]=[CH:22][C:23]([CH:25]=O)=[CH:24][C:19]=2[N:18]=[N:17]1.N1CCCCC1. Product: [NH:16]1[C:20]2[CH:21]=[CH:22][C:23](/[CH:25]=[C:7]3/[C:8](=[O:13])[NH:9][C:10]4[C:6]/3=[CH:5][C:4]([O:3][C:2]([F:1])([F:14])[F:15])=[CH:12][CH:11]=4)=[CH:24][C:19]=2[N:18]=[N:17]1. The catalyst class is: 5. (5) Reactant: C([O:3][C:4]([C:6]1[CH:7]=[N:8][C:9]([C:12]([F:15])([F:14])[F:13])=[N:10][CH:11]=1)=[O:5])C.O.[OH-].[Na+]. Product: [F:15][C:12]([F:13])([F:14])[C:9]1[N:8]=[CH:7][C:6]([C:4]([OH:5])=[O:3])=[CH:11][N:10]=1. The catalyst class is: 7. (6) Product: [CH3:32][C:6]1([CH3:33])[C:7]2[C:12](=[CH:11][C:10]([NH:13][C:14](=[O:31])[C:15]3[CH:20]=[CH:19][CH:18]=[N:17][C:16]=3[NH:21][C:22]3[CH:30]=[C:29]4[C:25]([CH:26]=[N:27][NH:28]4)=[CH:24][CH:23]=3)=[CH:9][CH:8]=2)[NH:4][CH2:5]1. Reactant: C([N:4]1[C:12]2[C:7](=[CH:8][CH:9]=[C:10]([NH:13][C:14](=[O:31])[C:15]3[CH:20]=[CH:19][CH:18]=[N:17][C:16]=3[NH:21][C:22]3[CH:30]=[C:29]4[C:25]([CH:26]=[N:27][NH:28]4)=[CH:24][CH:23]=3)[CH:11]=2)[C:6]([CH3:33])([CH3:32])[CH2:5]1)(=O)C.Cl. The catalyst class is: 14.